From a dataset of Forward reaction prediction with 1.9M reactions from USPTO patents (1976-2016). Predict the product of the given reaction. (1) The product is: [C:1]([C:5]1[O:9][N:8]=[C:7]([C:10]2[CH:15]=[C:14]([N:24]3[CH2:25][C:26]([F:28])([F:27])[C:22]([F:29])([F:21])[CH2:23]3)[C:13]([CH:17]3[CH2:19][CH2:18]3)=[CH:12][N:11]=2)[N:6]=1)([CH3:4])([CH3:3])[CH3:2]. Given the reactants [C:1]([C:5]1[O:9][N:8]=[C:7]([C:10]2[CH:15]=[C:14](Cl)[C:13]([CH:17]3[CH2:19][CH2:18]3)=[CH:12][N:11]=2)[N:6]=1)([CH3:4])([CH3:3])[CH3:2].Cl.[F:21][C:22]1([F:29])[C:26]([F:28])([F:27])[CH2:25][NH:24][CH2:23]1.C([O-])([O-])=O.[K+].[K+], predict the reaction product. (2) Given the reactants [NH:1]1[CH2:5][CH2:4][CH2:3][C@@H:2]1[C@H:6]([NH:8][C:9]1[C:14]([C:15]2[N:20]=[CH:19][N:18]=[C:17]([O:21][C:22]3[C:27]4[N:28]=[C:29]([NH:31][C:32](=[O:34])[CH3:33])[S:30][C:26]=4[CH:25]=[CH:24][CH:23]=3)[CH:16]=2)=[CH:13][CH:12]=[C:11]([C:35]([F:38])([F:37])[F:36])[N:10]=1)[CH3:7].[CH3:39][C:40]([CH3:42])=O, predict the reaction product. The product is: [CH:40]([N:1]1[CH2:5][CH2:4][CH2:3][C@@H:2]1[C@H:6]([NH:8][C:9]1[C:14]([C:15]2[N:20]=[CH:19][N:18]=[C:17]([O:21][C:22]3[C:27]4[N:28]=[C:29]([NH:31][C:32](=[O:34])[CH3:33])[S:30][C:26]=4[CH:25]=[CH:24][CH:23]=3)[CH:16]=2)=[CH:13][CH:12]=[C:11]([C:35]([F:38])([F:36])[F:37])[N:10]=1)[CH3:7])([CH3:42])[CH3:39]. (3) Given the reactants [CH3:1][O:2][C:3]1[CH:8]=[CH:7][C:6]([C:9]2[C:13]3[C:14]([CH3:30])=[N:15][C:16]([C:25]([O:27][CH2:28][CH3:29])=[O:26])=[C:17]([O:18][C:19](=[O:24])[C:20]([CH3:23])([CH3:22])[CH3:21])[C:12]=3[O:11][N:10]=2)=[CH:5][CH:4]=1.C1C(=O)N([Br:38])C(=O)C1.C(OOC(=O)C1C=CC=CC=1)(=O)C1C=CC=CC=1.C(Cl)(Cl)(Cl)Cl, predict the reaction product. The product is: [Br:38][CH2:30][C:14]1[C:13]2[C:9]([C:6]3[CH:7]=[CH:8][C:3]([O:2][CH3:1])=[CH:4][CH:5]=3)=[N:10][O:11][C:12]=2[C:17]([O:18][C:19](=[O:24])[C:20]([CH3:23])([CH3:22])[CH3:21])=[C:16]([C:25]([O:27][CH2:28][CH3:29])=[O:26])[N:15]=1. (4) Given the reactants [NH2:1][C@H:2]1[CH2:7][CH2:6][C@H:5]([NH:8][C:9]2[CH:14]=[C:13]([NH:15][CH2:16][C:17]3[CH:22]=[CH:21][CH:20]=[C:19]([Cl:23])[CH:18]=3)[N:12]3[N:24]=[CH:25][CH:26]=[C:11]3[N:10]=2)[CH2:4][CH2:3]1.[I:27]Cl, predict the reaction product. The product is: [NH2:1][C@H:2]1[CH2:7][CH2:6][C@H:5]([NH:8][C:9]2[CH:14]=[C:13]([NH:15][CH2:16][C:17]3[CH:22]=[CH:21][CH:20]=[C:19]([Cl:23])[CH:18]=3)[N:12]3[N:24]=[CH:25][C:26]([I:27])=[C:11]3[N:10]=2)[CH2:4][CH2:3]1. (5) Given the reactants Cl[CH2:2][C:3]([NH:5][C:6]1[CH:11]=[CH:10][CH:9]=[C:8]([N+:12]([O-:14])=[O:13])[CH:7]=1)=[O:4].[CH2:15]([CH:22]1[CH2:27][CH2:26][NH:25][CH2:24][CH2:23]1)[C:16]1[CH:21]=[CH:20][CH:19]=[CH:18][CH:17]=1, predict the reaction product. The product is: [CH2:15]([CH:22]1[CH2:27][CH2:26][N:25]([CH2:2][C:3]([NH:5][C:6]2[CH:11]=[CH:10][CH:9]=[C:8]([N+:12]([O-:14])=[O:13])[CH:7]=2)=[O:4])[CH2:24][CH2:23]1)[C:16]1[CH:21]=[CH:20][CH:19]=[CH:18][CH:17]=1. (6) Given the reactants [Br:1][C:2]1[S:3][C:4]([N+:7]([O-:9])=[O:8])=[CH:5][CH:6]=1.[CH:10](Cl)([Cl:12])[Cl:11].CC(C)([O-])C.[K+].Cl, predict the reaction product. The product is: [Br:1][C:2]1[S:3][C:4]([N+:7]([O-:9])=[O:8])=[C:5]([CH:10]([Cl:12])[Cl:11])[CH:6]=1.